From a dataset of Forward reaction prediction with 1.9M reactions from USPTO patents (1976-2016). Predict the product of the given reaction. The product is: [CH3:27][C:24]1[CH:25]=[CH:26][C:21]([C:19]2[N:18]([C:28]3[CH:29]=[N:30][CH:31]=[CH:32][CH:33]=3)[N:17]=[C:16]([C:14]([N:10]3[CH2:11][CH2:12][CH2:13][NH:9]3)=[O:15])[CH:20]=2)=[N:22][CH:23]=1. Given the reactants Cl.C(OC([N:9]1[CH2:13][CH2:12][CH2:11][N:10]1[C:14]([C:16]1[CH:20]=[C:19]([C:21]2[CH:26]=[CH:25][C:24]([CH3:27])=[CH:23][N:22]=2)[N:18]([C:28]2[CH:29]=[N:30][CH:31]=[CH:32][CH:33]=2)[N:17]=1)=[O:15])=O)(C)(C)C, predict the reaction product.